The task is: Predict the reaction yield, written as a fraction of the theoretical maximum amount of product (1.0 means a 100% yield; for example, 0.34 means a 34% yield).. This data is from Reaction yield outcomes from USPTO patents with 853,638 reactions. (1) The reactants are Br[C:2]1[N:6]([CH3:7])[C:5]([C:8]([O:10][CH3:11])=[O:9])=[CH:4][CH:3]=1.[C:12]1(B(O)O)[CH:17]=[CH:16][CH:15]=[CH:14][CH:13]=1.C([O-])([O-])=O.[Na+].[Na+].C(Cl)Cl. The catalyst is COCCOC.C1C=CC(P(C2C=CC=CC=2)C2C=CC=CC=2)=CC=1.C1C=CC(P(C2C=CC=CC=2)C2C=CC=CC=2)=CC=1.C1C=CC(P(C2C=CC=CC=2)C2C=CC=CC=2)=CC=1.C1C=CC(P(C2C=CC=CC=2)C2C=CC=CC=2)=CC=1.[Pd]. The product is [CH3:7][N:6]1[C:2]([C:12]2[CH:17]=[CH:16][CH:15]=[CH:14][CH:13]=2)=[CH:3][CH:4]=[C:5]1[C:8]([O:10][CH3:11])=[O:9]. The yield is 0.960. (2) The reactants are [NH:1]([C:8]1[N:13]=[C:12]([CH:14](OC)[O:15]C)[CH:11]=[CH:10][N:9]=1)[C:2]1[CH:7]=[CH:6][CH:5]=[CH:4][CH:3]=1.Cl.C(=O)([O-])[O-].[Na+].[Na+]. No catalyst specified. The product is [NH:1]([C:8]1[N:13]=[C:12]([CH:14]=[O:15])[CH:11]=[CH:10][N:9]=1)[C:2]1[CH:3]=[CH:4][CH:5]=[CH:6][CH:7]=1. The yield is 0.780. (3) The reactants are [Br:1][C:2]1[CH:10]=[C:6]([C:7]([OH:9])=O)[C:5]([OH:11])=[CH:4][CH:3]=1.[NH2:12][C:13]1[O:14][C:15]([C:23]2[O:24][CH:25]=[CH:26][CH:27]=2)=[C:16]([C:18]2[O:19][CH:20]=[CH:21][CH:22]=2)[N:17]=1. No catalyst specified. The product is [Br:1][C:2]1[CH:3]=[CH:4][C:5]([OH:11])=[C:6]([CH:10]=1)[C:7]([NH:12][C:13]1[O:14][C:15]([C:23]2[O:24][CH:25]=[CH:26][CH:27]=2)=[C:16]([C:18]2[O:19][CH:20]=[CH:21][CH:22]=2)[N:17]=1)=[O:9]. The yield is 0.129.